From a dataset of Experimentally validated miRNA-target interactions with 360,000+ pairs, plus equal number of negative samples. Binary Classification. Given a miRNA mature sequence and a target amino acid sequence, predict their likelihood of interaction. The miRNA is hsa-miR-4638-5p with sequence ACUCGGCUGCGGUGGACAAGU. The protein sequence of the target gene is MDWKLEGSTQKVESPVLQGQEGILEETGEDGLPEGFQLLQIDAEGECQEGEILATGSTAWCSKNVQRKQRHWEKIVAAKKSKRKQEKERRKANRAENPGICPQHSKRFLRALTKDKLLEAKHSGPRLCIDLSMTHYMSKKELSRLAGQIRRLYGSNKKADRPFWICLTGFTTDSPLYEECVRMNDGFSSYLLDITEEDCFSLFPLETLVYLTPDSEHALEDVDLNKVYILGGLVDESIQKKVTFQKAREYSVKTARLPIQEYMVRNQNGKNYHSEILAINQVFDILSTYLETHNWPEALK.... Result: 1 (interaction).